This data is from NCI-60 drug combinations with 297,098 pairs across 59 cell lines. The task is: Regression. Given two drug SMILES strings and cell line genomic features, predict the synergy score measuring deviation from expected non-interaction effect. (1) Drug 1: C1C(C(OC1N2C=C(C(=O)NC2=O)F)CO)O. Drug 2: C1CC(=O)NC(=O)C1N2C(=O)C3=CC=CC=C3C2=O. Cell line: RXF 393. Synergy scores: CSS=2.30, Synergy_ZIP=-1.69, Synergy_Bliss=-2.32, Synergy_Loewe=-2.56, Synergy_HSA=-2.08. (2) Drug 1: CN1C(=O)N2C=NC(=C2N=N1)C(=O)N. Drug 2: CC12CCC3C(C1CCC2O)C(CC4=C3C=CC(=C4)O)CCCCCCCCCS(=O)CCCC(C(F)(F)F)(F)F. Cell line: NCI-H460. Synergy scores: CSS=-1.21, Synergy_ZIP=0.911, Synergy_Bliss=-0.908, Synergy_Loewe=-2.07, Synergy_HSA=-2.62. (3) Synergy scores: CSS=-16.2, Synergy_ZIP=5.90, Synergy_Bliss=-2.11, Synergy_Loewe=-22.8, Synergy_HSA=-22.6. Cell line: CCRF-CEM. Drug 1: CC(C)(C#N)C1=CC(=CC(=C1)CN2C=NC=N2)C(C)(C)C#N. Drug 2: CC1=C(C=C(C=C1)C(=O)NC2=CC(=CC(=C2)C(F)(F)F)N3C=C(N=C3)C)NC4=NC=CC(=N4)C5=CN=CC=C5. (4) Drug 1: C1CCC(C1)C(CC#N)N2C=C(C=N2)C3=C4C=CNC4=NC=N3. Drug 2: CC1CCC2CC(C(=CC=CC=CC(CC(C(=O)C(C(C(=CC(C(=O)CC(OC(=O)C3CCCCN3C(=O)C(=O)C1(O2)O)C(C)CC4CCC(C(C4)OC)O)C)C)O)OC)C)C)C)OC. Cell line: SK-MEL-2. Synergy scores: CSS=20.2, Synergy_ZIP=6.08, Synergy_Bliss=6.74, Synergy_Loewe=-12.9, Synergy_HSA=1.86. (5) Drug 1: CCN(CC)CCNC(=O)C1=C(NC(=C1C)C=C2C3=C(C=CC(=C3)F)NC2=O)C. Drug 2: CC1=C(N=C(N=C1N)C(CC(=O)N)NCC(C(=O)N)N)C(=O)NC(C(C2=CN=CN2)OC3C(C(C(C(O3)CO)O)O)OC4C(C(C(C(O4)CO)O)OC(=O)N)O)C(=O)NC(C)C(C(C)C(=O)NC(C(C)O)C(=O)NCCC5=NC(=CS5)C6=NC(=CS6)C(=O)NCCC[S+](C)C)O. Cell line: U251. Synergy scores: CSS=46.3, Synergy_ZIP=0.135, Synergy_Bliss=0.0234, Synergy_Loewe=-10.5, Synergy_HSA=3.66. (6) Drug 2: CCCCC(=O)OCC(=O)C1(CC(C2=C(C1)C(=C3C(=C2O)C(=O)C4=C(C3=O)C=CC=C4OC)O)OC5CC(C(C(O5)C)O)NC(=O)C(F)(F)F)O. Cell line: SF-539. Synergy scores: CSS=57.2, Synergy_ZIP=-1.57, Synergy_Bliss=-1.36, Synergy_Loewe=-5.87, Synergy_HSA=1.54. Drug 1: CCC1=C2CN3C(=CC4=C(C3=O)COC(=O)C4(CC)O)C2=NC5=C1C=C(C=C5)O. (7) Drug 1: CNC(=O)C1=CC=CC=C1SC2=CC3=C(C=C2)C(=NN3)C=CC4=CC=CC=N4. Drug 2: C1CC(C1)(C(=O)O)C(=O)O.[NH2-].[NH2-].[Pt+2]. Cell line: U251. Synergy scores: CSS=60.7, Synergy_ZIP=1.51, Synergy_Bliss=1.32, Synergy_Loewe=-4.98, Synergy_HSA=5.32.